From a dataset of Forward reaction prediction with 1.9M reactions from USPTO patents (1976-2016). Predict the product of the given reaction. (1) Given the reactants [Br:1][C:2]1[CH:3]=[CH:4][CH:5]=[C:6]2[C:22]=1[C:9]1([CH2:14][CH2:13][N:12](C(OC(C)(C)C)=O)[CH2:11][CH2:10]1)[CH2:8][CH:7]2[CH2:23][C:24]([O:26][CH2:27][CH3:28])=[O:25], predict the reaction product. The product is: [Br:1][C:2]1[CH:3]=[CH:4][CH:5]=[C:6]2[C:22]=1[C:9]1([CH2:10][CH2:11][NH:12][CH2:13][CH2:14]1)[CH2:8][CH:7]2[CH2:23][C:24]([O:26][CH2:27][CH3:28])=[O:25]. (2) Given the reactants [F:1][C:2]([F:11])([F:10])[C:3]1[CH:4]=[C:5]([SH:9])[CH:6]=[CH:7][CH:8]=1.[OH:12][C@H:13]1[C@H:17]([OH:18])[CH2:16][O:15][C:14]1=[O:19].C(=O)([O-])[O-].[K+].[K+].CCOC(C)=O, predict the reaction product. The product is: [OH:12][C@@H:13]([C@H:17]([OH:18])[CH2:16][S:9][C:5]1[CH:6]=[CH:7][CH:8]=[C:3]([C:2]([F:1])([F:10])[F:11])[CH:4]=1)[C:14]([OH:19])=[O:15]. (3) Given the reactants C1C[O:4][CH2:3]C1.Br[C:7]1[CH:12]=[CH:11][C:10]([CH2:13][CH2:14][O:15][C:16]2[CH:21]=[CH:20][C:19]([F:22])=[CH:18][CH:17]=2)=[CH:9][CH:8]=1.[Li]CCCC.CN(C=O)C, predict the reaction product. The product is: [F:22][C:19]1[CH:20]=[CH:21][C:16]([O:15][CH2:14][CH2:13][C:10]2[CH:11]=[CH:12][C:7]([CH:3]=[O:4])=[CH:8][CH:9]=2)=[CH:17][CH:18]=1. (4) Given the reactants [NH2:1][C:2]1[CH:3]=[CH:4][C:5]2[S:9][C:8]([NH:10][C:11](=[O:18])[C:12]3[CH:17]=[CH:16][CH:15]=[CH:14][CH:13]=3)=[N:7][C:6]=2[CH:19]=1.Cl[C:21]1[C:30]2[C:25](=[CH:26][C:27]([O:33][CH3:34])=[C:28]([O:31][CH3:32])[CH:29]=2)[N:24]=[CH:23][N:22]=1.C(=O)([O-])O.[Na+], predict the reaction product. The product is: [CH3:32][O:31][C:28]1[CH:29]=[C:30]2[C:25](=[CH:26][C:27]=1[O:33][CH3:34])[N:24]=[CH:23][N:22]=[C:21]2[NH:1][C:2]1[CH:3]=[CH:4][C:5]2[S:9][C:8]([NH:10][C:11](=[O:18])[C:12]3[CH:17]=[CH:16][CH:15]=[CH:14][CH:13]=3)=[N:7][C:6]=2[CH:19]=1. (5) Given the reactants [Cl:1][C:2]1[CH:3]=[C:4]2[C:8](=[CH:9][CH:10]=1)[NH:7][C:6]1[CH:11]([CH2:16][CH3:17])[N:12]([CH3:15])[CH2:13][CH2:14][C:5]2=1.N1CCC[C@H]1C(O)=O.[O-]P([O-])([O-])=O.[K+].[K+].[K+].Br[CH:35]=[C:36]([C:38]1[CH:43]=[CH:42][C:41]([O:44][CH3:45])=[C:40]([F:46])[CH:39]=1)[CH3:37], predict the reaction product. The product is: [Cl:1][C:2]1[CH:3]=[C:4]2[C:8](=[CH:9][CH:10]=1)[N:7]([CH:35]=[C:36]([C:38]1[CH:43]=[CH:42][C:41]([O:44][CH3:45])=[C:40]([F:46])[CH:39]=1)[CH3:37])[C:6]1[CH:11]([CH2:16][CH3:17])[N:12]([CH3:15])[CH2:13][CH2:14][C:5]2=1.